Dataset: Full USPTO retrosynthesis dataset with 1.9M reactions from patents (1976-2016). Task: Predict the reactants needed to synthesize the given product. Given the product [Cl:1][C:2]1[N:7]=[C:6]([NH:17][CH:14]([CH2:15][CH3:16])[CH2:12][CH3:13])[C:5]([N+:9]([O-:11])=[O:10])=[CH:4][N:3]=1, predict the reactants needed to synthesize it. The reactants are: [Cl:1][C:2]1[N:7]=[C:6](Cl)[C:5]([N+:9]([O-:11])=[O:10])=[CH:4][N:3]=1.[CH2:12]([CH:14]([NH2:17])[CH2:15][CH3:16])[CH3:13].C(N(CC)C(C)C)(C)C.